From a dataset of Reaction yield outcomes from USPTO patents with 853,638 reactions. Predict the reaction yield, written as a fraction of the theoretical maximum amount of product (1.0 means a 100% yield; for example, 0.34 means a 34% yield). (1) The reactants are [CH3:1][O:2][C:3]1[C:12]([NH:13][C:14]([O:16][CH2:17][CH:18]=[CH2:19])=[O:15])=[CH:11][CH:10]=[CH:9][C:4]=1[C:5]([O:7]C)=O.[Li+].C[Si]([N-][Si](C)(C)C)(C)C.[Cl:30][C:31]1[N:36]=[C:35]([CH3:37])[CH:34]=[CH:33][N:32]=1. The catalyst is C1COCC1. The product is [Cl:30][C:31]1[N:36]=[C:35]([CH2:37][C:5]([C:4]2[C:3]([O:2][CH3:1])=[C:12]([NH:13][C:14](=[O:15])[O:16][CH2:17][CH:18]=[CH2:19])[CH:11]=[CH:10][CH:9]=2)=[O:7])[CH:34]=[CH:33][N:32]=1. The yield is 0.678. (2) The reactants are [CH:1]1[C:10]2[C:5](=[CH:6][CH:7]=[CH:8][CH:9]=2)[CH:4]=[CH:3][C:2]=1[C:11]1([C:17](O)=O)[CH2:16][CH2:15][CH2:14][CH2:13][CH2:12]1.[CH3:20][NH2:21]. No catalyst specified. The product is [CH3:20][NH:21][CH2:17][C:11]1([C:2]2[CH:3]=[CH:4][C:5]3[C:10](=[CH:9][CH:8]=[CH:7][CH:6]=3)[CH:1]=2)[CH2:16][CH2:15][CH2:14][CH2:13][CH2:12]1. The yield is 0.740. (3) The reactants are F[C:2]1[CH:7]=[CH:6][C:5]([S:8]([NH:11][C:12]2[CH:13]=[CH:14][CH:15]=[C:16]3[C:21]=2[N:20]=[CH:19][CH:18]=[CH:17]3)(=[O:10])=[O:9])=[C:4]([N+:22]([O-:24])=[O:23])[CH:3]=1.[CH3:25][NH:26][CH3:27]. The catalyst is O. The product is [CH3:25][N:26]([CH3:27])[C:2]1[CH:7]=[CH:6][C:5]([S:8]([NH:11][C:12]2[CH:13]=[CH:14][CH:15]=[C:16]3[C:21]=2[N:20]=[CH:19][CH:18]=[CH:17]3)(=[O:10])=[O:9])=[C:4]([N+:22]([O-:24])=[O:23])[CH:3]=1. The yield is 0.970. (4) The reactants are [NH2:1][C@H:2]1[C@@H:7]([NH:8][C:9]([C:11]2[NH:12][C:13]([CH2:17][CH3:18])=[C:14]([Cl:16])[N:15]=2)=[O:10])[CH2:6][CH2:5][N:4]([C:19]2[S:20][C:21]3[C:27]([C:28]([O:30][CH2:31][CH3:32])=[O:29])=[CH:26][CH:25]=[CH:24][C:22]=3[N:23]=2)[CH2:3]1.[C:33]1(=O)[CH2:36][CH2:35][CH2:34]1.C(O[BH-](OC(=O)C)OC(=O)C)(=O)C.[Na+]. No catalyst specified. The product is [Cl:16][C:14]1[N:15]=[C:11]([C:9]([NH:8][C@H:7]2[CH2:6][CH2:5][N:4]([C:19]3[S:20][C:21]4[C:27]([C:28]([O:30][CH2:31][CH3:32])=[O:29])=[CH:26][CH:25]=[CH:24][C:22]=4[N:23]=3)[CH2:3][C@H:2]2[NH:1][CH:33]2[CH2:36][CH2:35][CH2:34]2)=[O:10])[NH:12][C:13]=1[CH2:17][CH3:18]. The yield is 0.530.